Dataset: Full USPTO retrosynthesis dataset with 1.9M reactions from patents (1976-2016). Task: Predict the reactants needed to synthesize the given product. (1) Given the product [Cl:1][C:2]1[N:7]([CH2:17][C:16]2[CH:19]=[CH:20][C:13]([O:12][CH3:11])=[CH:14][CH:15]=2)[C:6](=[O:8])[N:5]([CH3:9])[C:4](=[O:10])[CH:3]=1, predict the reactants needed to synthesize it. The reactants are: [Cl:1][C:2]1[NH:7][C:6](=[O:8])[N:5]([CH3:9])[C:4](=[O:10])[CH:3]=1.[CH3:11][O:12][C:13]1[CH:20]=[CH:19][C:16]([CH2:17]Cl)=[CH:15][CH:14]=1.C(=O)([O-])[O-].[K+].[K+]. (2) Given the product [C:23]1([N:29]2[C:33]3[CH:34]=[CH:35][CH:36]=[CH:37][C:32]=3[N:31]=[C:30]2[C:38]2[CH:43]=[C:42]([C:48]3[C:49]4[CH:50]=[CH:51][C:52]5[CH:53]=[CH:54][C:55]6[CH:56]=[CH:57][CH:58]=[CH:59][C:60]=6[C:61]=5[C:62]=4[CH:45]=[CH:46][CH:47]=3)[CH:41]=[CH:40][CH:39]=2)[CH:28]=[CH:27][CH:26]=[CH:25][CH:24]=1, predict the reactants needed to synthesize it. The reactants are: C1(C)C=CC=CC=1P(C1C=CC=CC=1C)C1C=CC=CC=1C.[C:23]1([N:29]2[C:33]3[CH:34]=[CH:35][CH:36]=[CH:37][C:32]=3[N:31]=[C:30]2[C:38]2[CH:43]=[CH:42][C:41](Br)=[CH:40][CH:39]=2)[CH:28]=[CH:27][CH:26]=[CH:25][CH:24]=1.[CH:45]1[C:62]2[C:61]3[C:60]4[CH:59]=[CH:58][CH:57]=[CH:56][C:55]=4[CH:54]=[CH:53][C:52]=3[CH:51]=[C:50](B(O)O)[C:49]=2[CH:48]=[CH:47][CH:46]=1.P([O-])([O-])([O-])=O.[K+].[K+].[K+]. (3) Given the product [C:14]([O:8][C:7]([CH:1]1[CH2:6][CH2:5][CH2:4][CH2:3][CH2:2]1)=[O:9])([CH3:16])([CH3:15])[CH3:13], predict the reactants needed to synthesize it. The reactants are: [CH:1]1([C:7]([OH:9])=[O:8])[CH2:6][CH2:5][CH2:4][CH2:3][CH2:2]1.C(Cl)Cl.[CH3:13][C:14](=[CH2:16])[CH3:15].C([O-])(O)=O.[Na+].